This data is from CYP3A4 inhibition data for predicting drug metabolism from PubChem BioAssay. The task is: Regression/Classification. Given a drug SMILES string, predict its absorption, distribution, metabolism, or excretion properties. Task type varies by dataset: regression for continuous measurements (e.g., permeability, clearance, half-life) or binary classification for categorical outcomes (e.g., BBB penetration, CYP inhibition). Dataset: cyp3a4_veith. (1) The compound is Cc1noc(C)c1-c1ccc2ncnc(NCCN3CCOCC3)c2c1. The result is 1 (inhibitor). (2) The drug is O=C(C/C=N/OCc1ccc(Cl)cc1Cl)c1ccc(Cl)cc1. The result is 1 (inhibitor). (3) The molecule is Cc1ccccc1S(=O)(=O)O[C@@H]1NS(=O)(=O)c2ccccc21. The result is 0 (non-inhibitor). (4) The result is 0 (non-inhibitor). The drug is CCc1cc2c(=O)n(-c3ccccc3)c(=S)[nH]c2s1. (5) The result is 0 (non-inhibitor). The drug is O=C(N/N=C/c1cccc(OC2CSC2)c1)c1ccccc1O. (6) The molecule is Cc1ccc(F)cc1NC(=O)C12CC3CC(C1)CC(n1cnc([N+](=O)[O-])n1)(C3)C2. The result is 0 (non-inhibitor). (7) The molecule is CCNc1ncc2nc(CCc3ccccc3)c(=O)n(-c3ccc(OC)cc3)c2n1. The result is 1 (inhibitor).